Dataset: Forward reaction prediction with 1.9M reactions from USPTO patents (1976-2016). Task: Predict the product of the given reaction. (1) Given the reactants [Al+3].[Cl-].[Cl-].[Cl-].[Br:5][C:6]1[CH:7]=[C:8]2[CH:14]=[CH:13][NH:12][C:9]2=[N:10][CH:11]=1.[Cl:15][CH2:16][C:17](Cl)=[O:18], predict the reaction product. The product is: [Br:5][C:6]1[CH:7]=[C:8]2[C:14]([C:17](=[O:18])[CH2:16][Cl:15])=[CH:13][NH:12][C:9]2=[N:10][CH:11]=1. (2) Given the reactants [Cl:1][C:2]1[CH:7]=[CH:6][C:5]([CH2:8]Cl)=[CH:4][N:3]=1.C(=O)([O-])[O-].[K+].[K+].[N:16]1([C:22]([O:24][C:25]([CH3:28])([CH3:27])[CH3:26])=[O:23])[CH2:21][CH2:20][NH:19][CH2:18][CH2:17]1.[OH-].[Na+], predict the reaction product. The product is: [Cl:1][C:2]1[N:3]=[CH:4][C:5]([CH2:8][N:19]2[CH2:18][CH2:17][N:16]([C:22]([O:24][C:25]([CH3:28])([CH3:27])[CH3:26])=[O:23])[CH2:21][CH2:20]2)=[CH:6][CH:7]=1. (3) The product is: [OH:19][CH2:18][CH2:17][C:13]1[C:12](=[O:21])[N:11]([C:3]2[CH:4]=[CH:5][C:6]([N+:8]([O-:10])=[O:9])=[CH:7][C:2]=2[CH3:1])[CH:16]=[CH:15][CH:14]=1. Given the reactants [CH3:1][C:2]1[CH:7]=[C:6]([N+:8]([O-:10])=[O:9])[CH:5]=[CH:4][C:3]=1[N:11]1[CH:16]=[CH:15][CH:14]=[C:13]([CH2:17][C:18](O)=[O:19])[C:12]1=[O:21].[Cl-].[Na+], predict the reaction product. (4) Given the reactants C[O:2][C:3](=O)[CH2:4][CH2:5][CH2:6][N:7]1[CH2:11][CH2:10][CH2:9][C@H:8]1[CH2:12][O:13][C:14]1[CH:19]=[CH:18][C:17]([CH2:20][C:21]2[CH:26]=[CH:25][CH:24]=[CH:23][CH:22]=2)=[CH:16][CH:15]=1.[H-].C([Al+]CC(C)C)C(C)C.CC(O)=O, predict the reaction product. The product is: [CH2:20]([C:17]1[CH:18]=[CH:19][C:14]([O:13][CH2:12][C@@H:8]2[CH2:9][CH2:10][CH2:11][N:7]2[CH2:6][CH2:5][CH2:4][CH2:3][OH:2])=[CH:15][CH:16]=1)[C:21]1[CH:22]=[CH:23][CH:24]=[CH:25][CH:26]=1. (5) Given the reactants [CH3:1][C:2]1[CH:3]=[C:4]([CH:31]=[C:32]([CH3:34])[CH:33]=1)[O:5][C:6]1[CH:11]=[CH:10][C:9]([N+:12]([O-])=O)=[CH:8][C:7]=1[S:15]([N:18]1[CH2:23][CH2:22][N:21]([C:24]([O:26][C:27]([CH3:30])([CH3:29])[CH3:28])=[O:25])[CH2:20][CH2:19]1)(=[O:17])=[O:16], predict the reaction product. The product is: [NH2:12][C:9]1[CH:10]=[CH:11][C:6]([O:5][C:4]2[CH:3]=[C:2]([CH3:1])[CH:33]=[C:32]([CH3:34])[CH:31]=2)=[C:7]([S:15]([N:18]2[CH2:19][CH2:20][N:21]([C:24]([O:26][C:27]([CH3:30])([CH3:29])[CH3:28])=[O:25])[CH2:22][CH2:23]2)(=[O:17])=[O:16])[CH:8]=1. (6) Given the reactants [CH3:1][O:2][C:3]1[CH:8]=[C:7]([CH3:9])[CH:6]=[C:5]([C:10]2[C:11]([OH:17])=[CH:12][CH:13]=[C:14]([CH3:16])[CH:15]=2)[C:4]=1[OH:18].N1[CH:24]=[CH:23][CH:22]=[CH:21][CH:20]=1.Cl[P:26]1[O:32][C:31]2[CH:33]=[CH:34][CH:35]=[CH:36][C:30]=2[C:29]2[CH:37]=[CH:38][CH:39]=[CH:40][C:28]=2[O:27]1, predict the reaction product. The product is: [CH3:1][O:2][C:3]1[C:4]([O:18][P:26]2[O:32][C:31]3[CH:33]=[CH:34][CH:35]=[CH:36][C:30]=3[C:29]3[CH:37]=[CH:38][CH:39]=[CH:40][C:28]=3[O:27]2)=[C:5]([C:10]2[CH:15]=[C:14]([CH3:16])[CH:13]=[CH:12][C:11]=2[O:17][P:26]2[O:32][C:23]3[CH:24]=[CH:31][CH:33]=[CH:34][C:22]=3[C:21]3[CH:40]=[CH:28][CH:29]=[CH:30][C:20]=3[O:27]2)[CH:6]=[C:7]([CH3:9])[CH:8]=1. (7) Given the reactants C([O:3][C:4](=[O:34])[C:5]1[CH:10]=[CH:9][C:8]([N:11]2[CH2:16][CH2:15][N:14]([C:17]3[CH:22]=[CH:21][C:20]([C:23](=[O:33])[NH:24][C:25]4[CH:30]=[CH:29][C:28]([Cl:31])=[C:27]([I:32])[CH:26]=4)=[CH:19][N:18]=3)[CH2:13][CH2:12]2)=[CH:7][CH:6]=1)C.C(C1C=C(NC(C2C=CC(N3CCN(C4C=CC(C(O)=O)=CC=4)CC3)=NC=2)=O)C=CC=1)(C)(C)C, predict the reaction product. The product is: [Cl:31][C:28]1[CH:29]=[CH:30][C:25]([NH:24][C:23]([C:20]2[CH:21]=[CH:22][C:17]([N:14]3[CH2:13][CH2:12][N:11]([C:8]4[CH:9]=[CH:10][C:5]([C:4]([OH:34])=[O:3])=[CH:6][CH:7]=4)[CH2:16][CH2:15]3)=[N:18][CH:19]=2)=[O:33])=[CH:26][C:27]=1[I:32]. (8) Given the reactants [CH3:1][C:2]1[CH:8]=[CH:7][C:5]([NH2:6])=[CH:4][C:3]=1[N:9]1[C:16]2[N:12]([N:13]=[C:14]([C:17]3[CH:18]=[N:19][CH:20]=[CH:21][CH:22]=3)[CH:15]=2)[CH:11]=[CH:10]1.[CH3:23][C:24]1[N:25]([C:29]2[CH:30]=[C:31]([CH:35]=[C:36]([C:38]([F:41])([F:40])[F:39])[CH:37]=2)[C:32](O)=[O:33])[CH:26]=[CH:27][N:28]=1, predict the reaction product. The product is: [CH3:23][C:24]1[N:25]([C:29]2[CH:30]=[C:31]([CH:35]=[C:36]([C:38]([F:41])([F:39])[F:40])[CH:37]=2)[C:32]([NH:6][C:5]2[CH:7]=[CH:8][C:2]([CH3:1])=[C:3]([N:9]3[C:16]4[N:12]([N:13]=[C:14]([C:17]5[CH:18]=[N:19][CH:20]=[CH:21][CH:22]=5)[CH:15]=4)[CH:11]=[CH:10]3)[CH:4]=2)=[O:33])[CH:26]=[CH:27][N:28]=1.